Dataset: Full USPTO retrosynthesis dataset with 1.9M reactions from patents (1976-2016). Task: Predict the reactants needed to synthesize the given product. Given the product [CH:7]1[C:18](=[CH:19][NH:20][O:8][CH2:7][C@H:6]2[O:9][C@@H:1]([N:10]3[C:11](=[O:12])[NH:13][C:14](=[O:15])[CH:16]=[CH:17]3)[C@H:2]([OH:3])[C@@H:4]2[OH:5])[C:1]([OH:9])=[C:2]([OH:3])[C:4](=[O:21])[CH:6]=1, predict the reactants needed to synthesize it. The reactants are: [C@@H:1]1([N:10]2[CH:17]=[CH:16][C:14](=[O:15])[NH:13][C:11]2=[O:12])[O:9][C@H:6]([CH2:7][OH:8])[C@@H:4]([OH:5])[C@H:2]1[OH:3].[CH3:18][C:19]#[N:20].[OH2:21].